Dataset: NCI-60 drug combinations with 297,098 pairs across 59 cell lines. Task: Regression. Given two drug SMILES strings and cell line genomic features, predict the synergy score measuring deviation from expected non-interaction effect. Drug 1: C1=CC(=C2C(=C1NCCNCCO)C(=O)C3=C(C=CC(=C3C2=O)O)O)NCCNCCO. Drug 2: C1=CC(=CC=C1CCCC(=O)O)N(CCCl)CCCl. Cell line: HT29. Synergy scores: CSS=48.0, Synergy_ZIP=5.40, Synergy_Bliss=0.445, Synergy_Loewe=-14.6, Synergy_HSA=3.66.